This data is from Catalyst prediction with 721,799 reactions and 888 catalyst types from USPTO. The task is: Predict which catalyst facilitates the given reaction. (1) Reactant: Cl[C:2]1[CH:7]=[CH:6][C:5]([C:8]([CH3:19])([CH3:18])[CH2:9][C:10]([OH:17])([C:13]([F:16])([F:15])[F:14])[CH:11]=O)=[C:4]([O:20][CH3:21])[CH:3]=1.[NH2:22][C:23]1[C:24]2[C:28]([CH:29]=[C:30]([F:32])[CH:31]=1)=[N:27][C:26](=[O:33])[CH:25]=2.[Cl:34]C(Cl)C.C([BH3-])#N.[Na+].C([O-])(O)=O.[Na+]. Product: [Cl:34][C:7]1[CH:2]=[CH:3][C:4]([O:20][CH3:21])=[C:5]([C:8]([CH3:19])([CH3:18])[CH2:9][C:10]([OH:17])([C:13]([F:16])([F:15])[F:14])[CH2:11][NH:22][C:23]2[CH:31]=[C:30]([F:32])[CH:29]=[C:28]3[C:24]=2[CH2:25][C:26](=[O:33])[NH:27]3)[CH:6]=1. The catalyst class is: 15. (2) Reactant: [CH2:1]([N:8]1[CH2:17][CH2:16][C:11]2([C:14](=O)[NH:13][CH2:12]2)[CH2:10][CH2:9]1)[C:2]1[CH:7]=[CH:6][CH:5]=[CH:4][CH:3]=1.[H-].[Al+3].[Li+].[H-].[H-].[H-].[C:24](O[C:24]([O:26][C:27]([CH3:30])([CH3:29])[CH3:28])=[O:25])([O:26][C:27]([CH3:30])([CH3:29])[CH3:28])=[O:25]. Product: [CH2:1]([N:8]1[CH2:17][CH2:16][C:11]2([CH2:14][N:13]([C:24]([O:26][C:27]([CH3:30])([CH3:29])[CH3:28])=[O:25])[CH2:12]2)[CH2:10][CH2:9]1)[C:2]1[CH:7]=[CH:6][CH:5]=[CH:4][CH:3]=1. The catalyst class is: 7. (3) Reactant: [OH:1][CH:2]([C:28]1[CH:33]=[CH:32][CH:31]=[CH:30][CH:29]=1)[C:3]1[CH:4]=[C:5]([C:16]([NH:18][C@@H:19]([C:21]2[CH:22]=[N:23][C:24]([CH3:27])=[CH:25][CH:26]=2)[CH3:20])=[O:17])[CH:6]=[C:7]([C:9]2[CH:14]=[CH:13][C:12]([CH3:15])=[CH:11][CH:10]=2)[CH:8]=1.CC(OI1(OC(C)=O)(OC(C)=O)OC(=O)C2C=CC=CC1=2)=O. Product: [C:2]([C:3]1[CH:4]=[C:5]([C:16]([NH:18][C@@H:19]([C:21]2[CH:22]=[N:23][C:24]([CH3:27])=[CH:25][CH:26]=2)[CH3:20])=[O:17])[CH:6]=[C:7]([C:9]2[CH:14]=[CH:13][C:12]([CH3:15])=[CH:11][CH:10]=2)[CH:8]=1)(=[O:1])[C:28]1[CH:29]=[CH:30][CH:31]=[CH:32][CH:33]=1. The catalyst class is: 2. (4) Reactant: [Cl:1][C:2]1[N:7]=[N:6][C:5]([NH:8]CC2C=CC(OC)=CC=2OC)=[CH:4][C:3]=1[CH3:20].C(O)(C(F)(F)F)=O. Product: [Cl:1][C:2]1[N:7]=[N:6][C:5]([NH2:8])=[CH:4][C:3]=1[CH3:20]. The catalyst class is: 2.